From a dataset of Full USPTO retrosynthesis dataset with 1.9M reactions from patents (1976-2016). Predict the reactants needed to synthesize the given product. (1) Given the product [CH:34]1([C:37]([NH:24][NH:23][C:21]([C:12]2[C:13]([NH:14][CH:15]3[CH2:16][CH2:17][O:18][CH2:19][CH2:20]3)=[C:8]3[CH:7]=[N:6][N:5]([CH2:3][CH3:4])[C:9]3=[N:10][CH:11]=2)=[O:22])=[O:38])[CH2:36][CH2:35]1, predict the reactants needed to synthesize it. The reactants are: Cl.Cl.[CH2:3]([N:5]1[C:9]2=[N:10][CH:11]=[C:12]([C:21]([NH:23][NH2:24])=[O:22])[C:13]([NH:14][CH:15]3[CH2:20][CH2:19][O:18][CH2:17][CH2:16]3)=[C:8]2[CH:7]=[N:6]1)[CH3:4].CCN(C(C)C)C(C)C.[CH:34]1([C:37](Cl)=[O:38])[CH2:36][CH2:35]1. (2) Given the product [Cl:31][C:6]1[CH:5]=[C:4]([C:51]([N:53]2[CH2:56][CH2:57][CH:43]([C:42]([F:50])([F:49])[F:41])[CH2:55][CH2:54]2)=[O:59])[CH:3]=[C:2]([Cl:1])[C:7]=1[CH2:8][C@@H:9]1[CH2:13][CH2:12][N:11]([C@H:14]2[CH2:22][CH2:21][C:20]3[C:16](=[CH:17][NH:18][N:19]=3)[CH2:15]2)[C:10]1=[O:30], predict the reactants needed to synthesize it. The reactants are: [Cl:1][C:2]1[CH:3]=[C:4](OS(C(F)(F)F)(=O)=O)[CH:5]=[C:6]([Cl:31])[C:7]=1[CH2:8][C@@H:9]1[CH2:13][CH2:12][N:11]([C@H:14]2[CH2:22][CH2:21][C:20]3[C:16](=[CH:17][N:18](S(C(F)(F)F)(=O)=O)[N:19]=3)[CH2:15]2)[C:10]1=[O:30].Cl.[F:41][C:42]([F:50])([F:49])[CH:43]1CCNCC1.[CH2:51]([N:53]([CH2:56][CH3:57])[CH2:54][CH3:55])C.[C]=[O:59]. (3) Given the product [CH:1]1([C:7]2[CH:37]=[CH:36][C:10]([CH2:11][O:12][C:13]3[CH:18]=[CH:17][C:16]([C:19]4[N:20]=[C:21]([N:24]([CH2:25][C:26]5[CH:27]=[CH:28][C:29]([C:30]([O:32][CH3:33])=[O:31])=[CH:34][CH:35]=5)[CH3:42])[S:22][CH:23]=4)=[CH:15][CH:14]=3)=[CH:9][CH:8]=2)[CH2:6][CH2:5][CH2:4][CH2:3][CH2:2]1, predict the reactants needed to synthesize it. The reactants are: [CH:1]1([C:7]2[CH:37]=[CH:36][C:10]([CH2:11][O:12][C:13]3[CH:18]=[CH:17][C:16]([C:19]4[N:20]=[C:21]([NH:24][CH2:25][C:26]5[CH:35]=[CH:34][C:29]([C:30]([O:32][CH3:33])=[O:31])=[CH:28][CH:27]=5)[S:22][CH:23]=4)=[CH:15][CH:14]=3)=[CH:9][CH:8]=2)[CH2:6][CH2:5][CH2:4][CH2:3][CH2:2]1.S(OC)(O[CH3:42])(=O)=O.[H-].[Na+].C(OC(C)C)(C)C. (4) Given the product [CH2:1]([N:3]1[C:7]2=[N:8][C:9]([CH2:33][CH3:34])=[C:10]([CH2:19][NH:20][C:21]([C:23]3[CH:24]=[C:25]([CH:30]=[CH:31][CH:32]=3)[C:26]([OH:28])=[O:27])=[O:22])[C:11]([NH:12][CH:13]3[CH2:18][CH2:17][O:16][CH2:15][CH2:14]3)=[C:6]2[CH:5]=[N:4]1)[CH3:2], predict the reactants needed to synthesize it. The reactants are: [CH2:1]([N:3]1[C:7]2=[N:8][C:9]([CH2:33][CH3:34])=[C:10]([CH2:19][NH:20][C:21]([C:23]3[CH:24]=[C:25]([CH:30]=[CH:31][CH:32]=3)[C:26]([O:28]C)=[O:27])=[O:22])[C:11]([NH:12][CH:13]3[CH2:18][CH2:17][O:16][CH2:15][CH2:14]3)=[C:6]2[CH:5]=[N:4]1)[CH3:2].[Li+].[OH-].O.Cl. (5) The reactants are: [C:1]1([C:6]2[C:14]3[C:9](=[CH:10][N:11]=[C:12]([C:15]4[CH:16]=[N:17][CH:18]=[CH:19][CH:20]=4)[CH:13]=3)[N:8]([CH:21]3[CH2:26][CH2:25][CH2:24][CH2:23][O:22]3)[N:7]=2)[CH2:5][CH2:4][CH2:3][CH:2]=1.C1CC=CCC=1. Given the product [CH:1]1([C:6]2[C:14]3[C:9](=[CH:10][N:11]=[C:12]([C:15]4[CH:16]=[N:17][CH:18]=[CH:19][CH:20]=4)[CH:13]=3)[N:8]([CH:21]3[CH2:26][CH2:25][CH2:24][CH2:23][O:22]3)[N:7]=2)[CH2:2][CH2:3][CH2:4][CH2:5]1, predict the reactants needed to synthesize it. (6) Given the product [CH3:17][O:16][C:14]([CH:13]1[CH2:18][CH2:19][N:10]([S:29]([C:26]2[CH:25]=[CH:24][C:23]([N+:20]([O-:22])=[O:21])=[CH:28][CH:27]=2)(=[O:30])=[O:31])[CH2:11][CH2:12]1)=[O:15], predict the reactants needed to synthesize it. The reactants are: C(N(C(C)C)CC)(C)C.[NH:10]1[CH2:19][CH2:18][CH:13]([C:14]([O:16][CH3:17])=[O:15])[CH2:12][CH2:11]1.[N+:20]([C:23]1[CH:28]=[CH:27][C:26]([S:29](Cl)(=[O:31])=[O:30])=[CH:25][CH:24]=1)([O-:22])=[O:21]. (7) Given the product [C:26]([C:23]1[CH:22]=[CH:21][C:20]([N:9]2[CH:10]([C:13]3[CH:18]=[CH:17][C:16]([C:40]#[C:39][Si:36]([CH3:38])([CH3:37])[CH3:35])=[CH:15][CH:14]=3)[CH2:11][CH2:12][CH:8]2[C:5]2[CH:6]=[CH:7][C:2]([C:34]#[C:30][Si:36]([CH3:38])([CH3:37])[CH3:35])=[CH:3][CH:4]=2)=[CH:25][CH:24]=1)([CH3:29])([CH3:28])[CH3:27], predict the reactants needed to synthesize it. The reactants are: Br[C:2]1[CH:7]=[CH:6][C:5]([CH:8]2[CH2:12][CH2:11][CH:10]([C:13]3[CH:18]=[CH:17][C:16](Br)=[CH:15][CH:14]=3)[N:9]2[C:20]2[CH:25]=[CH:24][C:23]([C:26]([CH3:29])([CH3:28])[CH3:27])=[CH:22][CH:21]=2)=[CH:4][CH:3]=1.[CH2:30]1[CH2:34]OCC1.[CH3:35][Si:36]([C:39]#[CH:40])([CH3:38])[CH3:37].[Al]. (8) Given the product [Cl:1][C:2]1[CH:3]=[C:4]2[C:9](=[CH:10][C:11]=1[O:12][C:13]1[CH:18]=[CH:17][C:16]([CH2:41][CH3:42])=[CH:15][C:14]=1[Cl:20])[O:8][CH:7]([C:21]([F:24])([F:23])[F:22])[C:6]([C:25]([O:27][CH2:28][CH3:29])=[O:26])=[CH:5]2, predict the reactants needed to synthesize it. The reactants are: [Cl:1][C:2]1[CH:3]=[C:4]2[C:9](=[CH:10][C:11]=1[O:12][C:13]1[CH:18]=[CH:17][C:16](Br)=[CH:15][C:14]=1[Cl:20])[O:8][CH:7]([C:21]([F:24])([F:23])[F:22])[C:6]([C:25]([O:27][CH2:28][CH3:29])=[O:26])=[CH:5]2.C(=O)([O-])[O-].[K+].[K+].CN(C=O)C.[CH2:41](B(CC)CC)[CH3:42]. (9) Given the product [CH3:24][C:25]1[C:34]([C:2]2[CH:3]=[C:4]([NH:11][C:12]3[CH:17]=[CH:16][CH:15]=[C:14]([N:18]4[CH2:22][CH2:21][CH2:20][C@@H:19]4[CH3:23])[N:13]=3)[C:5]3[N:6]([CH:8]=[CH:9][N:10]=3)[N:7]=2)=[CH:33][CH:32]=[CH:31][C:26]=1[C:27]([O:29][CH3:30])=[O:28], predict the reactants needed to synthesize it. The reactants are: Cl[C:2]1[CH:3]=[C:4]([NH:11][C:12]2[CH:17]=[CH:16][CH:15]=[C:14]([N:18]3[CH2:22][CH2:21][CH2:20][C@@H:19]3[CH3:23])[N:13]=2)[C:5]2[N:6]([CH:8]=[CH:9][N:10]=2)[N:7]=1.[CH3:24][C:25]1[C:34](B2OC(C)(C)C(C)(C)O2)=[CH:33][CH:32]=[CH:31][C:26]=1[C:27]([O:29][CH3:30])=[O:28].CC(C1C=C(C(C)C)C(C2C=CC=CC=2P(C2CCCCC2)C2CCCCC2)=C(C(C)C)C=1)C.C([O-])([O-])=O.[Na+].[Na+]. (10) Given the product [C:32]([C:29]1[CH:30]=[CH:31][C:26]2[N:27]([C:23]([C:18]3[N:17]=[C:16]4[C:21]([N:22]([CH2:8][C:9]([OH:11])=[O:10])[C:14](=[O:13])[N:15]4[CH:34]4[CH2:39][CH2:38][O:37][CH2:36][CH2:35]4)=[CH:20][N:19]=3)=[CH:24][N:25]=2)[CH:28]=1)#[N:33], predict the reactants needed to synthesize it. The reactants are: C(=O)([O-])[O-].[K+].[K+].Br[CH2:8][C:9]([O:11]C)=[O:10].[O:13]=[C:14]1[NH:22][C:21]2[C:16](=[N:17][C:18]([C:23]3[N:27]4[CH:28]=[C:29]([C:32]#[N:33])[CH:30]=[CH:31][C:26]4=[N:25][CH:24]=3)=[N:19][CH:20]=2)[N:15]1[CH:34]1[CH2:39][CH2:38][O:37][CH2:36][CH2:35]1.[OH-].[Na+].Cl.